From a dataset of Full USPTO retrosynthesis dataset with 1.9M reactions from patents (1976-2016). Predict the reactants needed to synthesize the given product. Given the product [CH3:1][O:2][CH2:3][O:4][C:5]1[CH:10]=[C:9]([O:11][CH2:12][O:13][CH3:14])[CH:8]=[CH:7][C:6]=1[CH:15]1[CH2:20][CH2:19][CH2:18][CH:17]([N:22]2[CH2:27][CH2:26][NH:25][CH2:24][CH2:23]2)[CH2:16]1, predict the reactants needed to synthesize it. The reactants are: [CH3:1][O:2][CH2:3][O:4][C:5]1[CH:10]=[C:9]([O:11][CH2:12][O:13][CH3:14])[CH:8]=[CH:7][C:6]=1[CH:15]1[CH2:20][CH2:19][CH2:18][C:17](=O)[CH2:16]1.[NH:22]1[CH2:27][CH2:26][NH:25][CH2:24][CH2:23]1.C(O[BH-](OC(=O)C)OC(=O)C)(=O)C.C[N+](C)(C)C.C(O)(=O)C.